This data is from Reaction yield outcomes from USPTO patents with 853,638 reactions. The task is: Predict the reaction yield, written as a fraction of the theoretical maximum amount of product (1.0 means a 100% yield; for example, 0.34 means a 34% yield). The reactants are Br[C:2]1[C:3]([CH3:15])=[C:4]([CH3:14])[C:5]2[O:9][C:8]([CH3:11])([CH3:10])[C:7](=[O:12])[C:6]=2[CH:13]=1.[CH3:16][O:17][C:18]1[CH:23]=[CH:22][C:21]([CH:24]2[O:29][CH2:28][CH2:27][NH:26][CH2:25]2)=[CH:20][CH:19]=1. No catalyst specified. The product is [CH3:16][O:17][C:18]1[CH:19]=[CH:20][C:21]([CH:24]2[O:29][CH2:28][CH2:27][N:26]([C:2]3[C:3]([CH3:15])=[C:4]([CH3:14])[C:5]4[O:9][C:8]([CH3:11])([CH3:10])[C:7](=[O:12])[C:6]=4[CH:13]=3)[CH2:25]2)=[CH:22][CH:23]=1. The yield is 0.340.